This data is from Catalyst prediction with 721,799 reactions and 888 catalyst types from USPTO. The task is: Predict which catalyst facilitates the given reaction. (1) Reactant: [OH-].[Na+].[CH:3]1([CH2:6][O:7][C:8]2[CH:13]=[C:12]([CH2:14][CH2:15][C:16]([O:18]C)=[O:17])[CH:11]=[CH:10][C:9]=2[C:20]2[CH:25]=[CH:24][CH:23]=[C:22]([N:26]([CH3:37])[C:27]([NH:29][CH2:30][CH2:31][CH2:32][CH2:33][CH2:34][CH2:35][CH3:36])=[O:28])[CH:21]=2)[CH2:5][CH2:4]1. Product: [CH:3]1([CH2:6][O:7][C:8]2[CH:13]=[C:12]([CH2:14][CH2:15][C:16]([OH:18])=[O:17])[CH:11]=[CH:10][C:9]=2[C:20]2[CH:25]=[CH:24][CH:23]=[C:22]([N:26]([CH3:37])[C:27]([NH:29][CH2:30][CH2:31][CH2:32][CH2:33][CH2:34][CH2:35][CH3:36])=[O:28])[CH:21]=2)[CH2:5][CH2:4]1. The catalyst class is: 83. (2) The catalyst class is: 1. Reactant: [CH3:1][C:2]1[CH:3]=[C:4]([C:10]([OH:12])=O)[C:5](=[O:9])[NH:6][C:7]=1[CH3:8].[CH3:13][CH:14]([NH2:18])[CH2:15][CH2:16][CH3:17].Cl. Product: [CH3:1][C:2]1[CH:3]=[C:4]([C:10]([NH:18][CH:14]([CH2:15][CH2:16][CH3:17])[CH3:13])=[O:12])[C:5](=[O:9])[NH:6][C:7]=1[CH3:8].